The task is: Predict the product of the given reaction.. This data is from Forward reaction prediction with 1.9M reactions from USPTO patents (1976-2016). (1) Given the reactants [CH2:1]([O:3][C:4]([C:6]1([C:9]2[CH:14]=[CH:13][C:12]([C:15]3[CH:20]=[CH:19][C:18]([C:21]4[O:25][N:24]=[C:23]([CH3:26])[C:22]=4[CH2:27]Br)=[CH:17][CH:16]=3)=[CH:11][CH:10]=2)[CH2:8][CH2:7]1)=[O:5])[CH3:2].[Br:29][C:30]1[CH:31]=[N:32][NH:33][CH:34]=1, predict the reaction product. The product is: [CH2:1]([O:3][C:4]([C:6]1([C:9]2[CH:10]=[CH:11][C:12]([C:15]3[CH:20]=[CH:19][C:18]([C:21]4[O:25][N:24]=[C:23]([CH3:26])[C:22]=4[CH2:27][N:32]4[CH:31]=[C:30]([Br:29])[CH:34]=[N:33]4)=[CH:17][CH:16]=3)=[CH:13][CH:14]=2)[CH2:7][CH2:8]1)=[O:5])[CH3:2]. (2) Given the reactants CC(=NO)C(C)=NO.[BH4-].[Na+].[Cl:11][C:12]1[CH:13]=[C:14]([CH:23]=[CH:24][C:25]=1[O:26][CH2:27][CH:28]1[CH2:33][CH2:32][CH2:31][CH2:30][CH2:29]1)[CH:15]=[C:16]1[S:20][C:19](=[O:21])[NH:18][C:17]1=[O:22].C(O)(=O)C, predict the reaction product. The product is: [Cl:11][C:12]1[CH:13]=[C:14]([CH:23]=[CH:24][C:25]=1[O:26][CH2:27][CH:28]1[CH2:33][CH2:32][CH2:31][CH2:30][CH2:29]1)[CH2:15][CH:16]1[S:20][C:19](=[O:21])[NH:18][C:17]1=[O:22]. (3) Given the reactants [Cl:1][C:2]1[C:11]2[C:6](=[CH:7][C:8]([C:13]3[CH:18]=[CH:17][C:16]([O:19]C)=[CH:15][CH:14]=3)=[CH:9][C:10]=2[F:12])[CH:5]=[CH:4][C:3]=1[OH:21].B(Br)(Br)Br, predict the reaction product. The product is: [Cl:1][C:2]1[C:11]2[C:6](=[CH:7][C:8]([C:13]3[CH:14]=[CH:15][C:16]([OH:19])=[CH:17][CH:18]=3)=[CH:9][C:10]=2[F:12])[CH:5]=[CH:4][C:3]=1[OH:21].